Dataset: Reaction yield outcomes from USPTO patents with 853,638 reactions. Task: Predict the reaction yield, written as a fraction of the theoretical maximum amount of product (1.0 means a 100% yield; for example, 0.34 means a 34% yield). (1) The reactants are N12CCCN=C1CCCCC2.Cl[CH2:13][CH2:14][CH2:15][S:16]([NH:19][C:20]1[CH:25]=[CH:24][CH:23]=[C:22]([C:26]2[C:35]3[C:30](=[CH:31][C:32]([O:41][CH3:42])=[C:33]4[O:38][C:37]([CH3:40])([CH3:39])[CH2:36][C:34]4=3)[CH2:29][C:28]([CH3:44])([CH3:43])[N:27]=2)[CH:21]=1)(=[O:18])=[O:17].O.Cl. The catalyst is C1(C)C=CC=CC=1. The product is [CH3:42][O:41][C:32]1[CH:31]=[C:30]2[C:35](=[C:34]3[CH2:36][C:37]([CH3:40])([CH3:39])[O:38][C:33]=13)[C:26]([C:22]1[CH:21]=[C:20]([N:19]3[CH2:13][CH2:14][CH2:15][S:16]3(=[O:18])=[O:17])[CH:25]=[CH:24][CH:23]=1)=[N:27][C:28]([CH3:44])([CH3:43])[CH2:29]2. The yield is 0.340. (2) The reactants are OCC=C(CCC=C(CCC=C(C)C)C)C.N1C=CN=C1.CN(C)C=O.[Si:27]([Cl:44])([C:40]([CH3:43])([CH3:42])[CH3:41])(C1C=CC=CC=1)[C:28]1[CH:33]=[CH:32][CH:31]=[CH:30][CH:29]=1. The catalyst is ClCCl. The product is [C:40]([SiH:27]([C:28]1[CH:33]=[CH:32][CH:31]=[CH:30][CH:29]=1)[Cl:44])([CH3:43])([CH3:41])[CH3:42]. The yield is 0.990. (3) The reactants are [CH2:1]([O:8][C:9]1[C:18](=[O:19])[N:17]2[C:12]([C:13]([CH3:21])([CH3:20])[O:14][CH2:15][CH2:16]2)=[N:11][C:10]=1[C:22]([NH:24][CH2:25][C:26]1[CH:35]=[CH:34][C:33]([F:36])=[CH:32][C:27]=1[C:28]([O:30]C)=[O:29])=[O:23])[C:2]1[CH:7]=[CH:6][CH:5]=[CH:4][CH:3]=1.CC#N.[OH-].[Na+]. The catalyst is CO. The product is [CH2:1]([O:8][C:9]1[C:18](=[O:19])[N:17]2[C:12]([C:13]([CH3:21])([CH3:20])[O:14][CH2:15][CH2:16]2)=[N:11][C:10]=1[C:22]([NH:24][CH2:25][C:26]1[CH:35]=[CH:34][C:33]([F:36])=[CH:32][C:27]=1[C:28]([OH:30])=[O:29])=[O:23])[C:2]1[CH:7]=[CH:6][CH:5]=[CH:4][CH:3]=1. The yield is 0.190.